From a dataset of Forward reaction prediction with 1.9M reactions from USPTO patents (1976-2016). Predict the product of the given reaction. (1) The product is: [CH3:18][O:17][C:14]1[CH:15]=[CH:16][C:11]([CH2:10][N:4]2[CH2:5][CH2:6][CH2:7][C:8]3[N:30]=[C:28]([CH2:27][O:20][C:21]4[CH:26]=[CH:25][CH:24]=[CH:23][CH:22]=4)[S:29][C:2]=3[C:3]2=[O:19])=[CH:12][CH:13]=1. Given the reactants Br[CH:2]1[C:8](=O)[CH2:7][CH2:6][CH2:5][N:4]([CH2:10][C:11]2[CH:16]=[CH:15][C:14]([O:17][CH3:18])=[CH:13][CH:12]=2)[C:3]1=[O:19].[O:20]([CH2:27][C:28]([NH2:30])=[S:29])[C:21]1[CH:26]=[CH:25][CH:24]=[CH:23][CH:22]=1.C([O-])(O)=O.[Na+], predict the reaction product. (2) Given the reactants [CH3:1][C:2]1[C:3]([C:18]2[CH:23]=[CH:22][CH:21]=[C:20]([C:24]([F:27])([F:26])[F:25])[CH:19]=2)=[N:4][C:5]2[C:10]([C:11]=1[C:12]([O:14][CH3:15])=[O:13])=[CH:9][C:8](SC)=[CH:7][CH:6]=2.Cl[C:29]1C=C(C=CC=1)C(OO)=O.C([O-])(O)=O.[Na+].[O-:44][S:45]([O-:48])(=S)=O.[Na+].[Na+], predict the reaction product. The product is: [CH3:1][C:2]1[C:3]([C:18]2[CH:23]=[CH:22][CH:21]=[C:20]([C:24]([F:27])([F:26])[F:25])[CH:19]=2)=[N:4][C:5]2[C:10]([C:11]=1[C:12]([O:14][CH3:15])=[O:13])=[CH:9][C:8]([S:45]([CH3:29])(=[O:48])=[O:44])=[CH:7][CH:6]=2.